From a dataset of Catalyst prediction with 721,799 reactions and 888 catalyst types from USPTO. Predict which catalyst facilitates the given reaction. (1) Product: [Br:9][CH:1]1[CH2:8][CH2:7][CH2:6][CH:5]=[CH:4][CH2:3][CH2:2]1. Reactant: [CH:1]1[CH2:8][CH2:7][CH:6]=[CH:5][CH2:4][CH2:3][CH:2]=1.[BrH:9].O. The catalyst class is: 15. (2) Reactant: [NH:1]1[CH2:5][CH2:4][CH2:3][C@H:2]1[C:6]1[NH:7][C:8]([C:11]2[CH:24]=[C:23]3[O:25][CH2:26][C:20]4[C:21]5[C:22]3=[C:13]([CH2:14][O:15][C:16]=5[CH:17]=[C:18]([C:27]3[NH:31][C:30]([C@@H:32]5[CH2:36][CH2:35][CH2:34][N:33]5C(OC(C)(C)C)=O)=[N:29][CH:28]=3)[CH:19]=4)[CH:12]=2)=[CH:9][N:10]=1.N1CCC[C@H]1C1NC(C2C=C3COC4C5=C(C=C(C6NC([C@@H]7CCCN7)=NC=6)C=4)COC(C=2)=C35)=CN=1.[CH3:80][O:81][C:82]([NH:84][C@@H:85]([CH:89]([CH3:91])[CH3:90])[C:86](O)=[O:87])=[O:83].CN(C(ON1N=NC2C=CC=NC1=2)=[N+](C)C)C.F[P-](F)(F)(F)(F)F.CN1CCOCC1. Product: [CH3:90][CH:89]([CH3:91])[C@H:85]([NH:84][C:82](=[O:83])[O:81][CH3:80])[C:86](=[O:87])[N:33]1[CH2:34][CH2:35][CH2:36][C@H:32]1[C:30]1[NH:31][C:27]([C:18]2[CH:19]=[C:20]3[CH2:26][O:25][C:23]4[C:22]5=[C:13]([CH:12]=[C:11]([C:8]6[NH:7][C:6]([C@@H:2]7[CH2:3][CH2:4][CH2:5][NH:1]7)=[N:10][CH:9]=6)[CH:24]=4)[CH2:14][O:15][C:16]([CH:17]=2)=[C:21]35)=[CH:28][N:29]=1. The catalyst class is: 9. (3) Reactant: [CH2:1]1[O:39][C:38]2[CH:37]=[CH:36][C:5]([CH2:6][O:7][C:8](=[O:35])[C@H:9]([NH:20][S:21]([C:24]3[C:29]([CH3:30])=[CH:28][C:27]([O:31][CH3:32])=[C:26]([CH3:33])[C:25]=3[CH3:34])(=[O:23])=[O:22])[C@@H:10]([O:12][Si:13]([CH2:18][CH3:19])([CH2:16][CH3:17])[CH2:14][CH3:15])[CH3:11])=[CH:4][C:3]=2[O:2]1.[CH2:40]1[O:48][C:47]2[CH:46]=[CH:45][C:44]([CH2:49]O)=[CH:43][C:42]=2[O:41]1.C(P(CCCC)CCCC)CCC.N(C(N1CCCCC1)=O)=NC(N1CCCCC1)=O. Product: [CH2:1]1[O:39][C:38]2[CH:37]=[CH:36][C:5]([CH2:6][O:7][C:8](=[O:35])[C@H:9]([N:20]([CH2:49][C:44]3[CH:45]=[CH:46][C:47]4[O:48][CH2:40][O:41][C:42]=4[CH:43]=3)[S:21]([C:24]3[C:29]([CH3:30])=[CH:28][C:27]([O:31][CH3:32])=[C:26]([CH3:33])[C:25]=3[CH3:34])(=[O:23])=[O:22])[C@@H:10]([O:12][Si:13]([CH2:16][CH3:17])([CH2:18][CH3:19])[CH2:14][CH3:15])[CH3:11])=[CH:4][C:3]=2[O:2]1. The catalyst class is: 48. (4) Reactant: [OH:1][CH2:2][C:3]([CH3:8])([CH3:7])[CH2:4][C:5]#[N:6].N1C=CC=CC=1.[S:15](O[S:15]([C:18]([F:21])([F:20])[F:19])(=[O:17])=[O:16])([C:18]([F:21])([F:20])[F:19])(=[O:17])=[O:16]. Product: [F:19][C:18]([F:21])([F:20])[S:15]([O:1][CH2:2][C:3]([CH3:8])([CH3:7])[CH2:4][C:5]#[N:6])(=[O:17])=[O:16]. The catalyst class is: 2.